This data is from CYP1A2 inhibition data for predicting drug metabolism from PubChem BioAssay. The task is: Regression/Classification. Given a drug SMILES string, predict its absorption, distribution, metabolism, or excretion properties. Task type varies by dataset: regression for continuous measurements (e.g., permeability, clearance, half-life) or binary classification for categorical outcomes (e.g., BBB penetration, CYP inhibition). Dataset: cyp1a2_veith. (1) The molecule is CC(=O)N1CCC2(CCCN(Cc3cc(C(F)(F)F)cc(C(F)(F)F)c3)C2)CC1. The result is 0 (non-inhibitor). (2) The molecule is c1ccc2c(NC3CCNCC3)nc(-c3ccoc3)nc2c1. The result is 1 (inhibitor). (3) The compound is O=S(=O)(NCc1cc(-c2ccc(Cl)cc2)no1)c1ccc(Cl)cc1. The result is 1 (inhibitor). (4) The compound is COC(=O)[C@@]1(Cc2ccc(OC)cc2)[C@H]2c3cc(C(=O)N4CCCC4)n(Cc4ccc(OC(F)(F)F)cc4)c3C[C@H]2CN1C(=O)c1ccccc1. The result is 0 (non-inhibitor). (5) The drug is COc1cccc(Nc2ncc3ncc(=O)n(C)c3n2)c1. The result is 1 (inhibitor). (6) The compound is COc1cc(Br)c(C(C)NC(=O)c2cccc(Br)c2)cc1OC. The result is 1 (inhibitor). (7) The molecule is O=C(c1cc(-c2ccc(Cl)cc2Cl)on1)N1CCN(C(=O)c2ccco2)CC1. The result is 1 (inhibitor). (8) The drug is Nc1ccccc1S(N)(=O)=O. The result is 0 (non-inhibitor). (9) The compound is N[C@@H](Cc1nn[nH]n1)C(=O)O. The result is 0 (non-inhibitor).